Task: Predict the reactants needed to synthesize the given product.. Dataset: Full USPTO retrosynthesis dataset with 1.9M reactions from patents (1976-2016) (1) Given the product [C:1]([O:5][C:6]([N:8]1[CH2:9][CH2:10][CH:11]([N:14]([C:15]2[CH:20]=[C:19]([N:21]3[C:29]4[C:24](=[CH:25][C:26]([S:30]([CH3:33])(=[O:31])=[O:32])=[CH:27][CH:28]=4)[CH2:23][CH2:22]3)[N:18]=[CH:17][N:16]=2)[CH3:36])[CH2:12][CH2:13]1)=[O:7])([CH3:4])([CH3:3])[CH3:2], predict the reactants needed to synthesize it. The reactants are: [C:1]([O:5][C:6]([N:8]1[CH2:13][CH2:12][CH:11]([NH:14][C:15]2[CH:20]=[C:19]([N:21]3[C:29]4[C:24](=[CH:25][C:26]([S:30]([CH3:33])(=[O:32])=[O:31])=[CH:27][CH:28]=4)[CH2:23][CH2:22]3)[N:18]=[CH:17][N:16]=2)[CH2:10][CH2:9]1)=[O:7])([CH3:4])([CH3:3])[CH3:2].[H-].[Na+].[CH3:36]N(C=O)C.CI. (2) Given the product [OH:38][C:2]1[N:7]=[CH:6][C:5]([NH:8][C:9]([CH:11]2[CH2:15][CH2:14][CH2:13][N:12]2[C:16]2[N:17]=[C:18]([NH:25][C:26]3[CH:30]=[C:29]([CH:31]([CH3:33])[CH3:32])[NH:28][N:27]=3)[C:19]3[CH2:24][CH2:23][CH2:22][C:20]=3[N:21]=2)=[O:10])=[CH:4][CH:3]=1, predict the reactants needed to synthesize it. The reactants are: F[C:2]1[N:7]=[CH:6][C:5]([NH:8][C:9]([CH:11]2[CH2:15][CH2:14][CH2:13][N:12]2[C:16]2[N:17]=[C:18]([NH:25][C:26]3[CH:30]=[C:29]([CH:31]([CH3:33])[CH3:32])[NH:28][N:27]=3)[C:19]3[CH2:24][CH2:23][CH2:22][C:20]=3[N:21]=2)=[O:10])=[CH:4][CH:3]=1.Cl.C1C[O:38]CC1. (3) Given the product [ClH:50].[NH2:34][C@@H:30]1[CH2:31][CH2:32][CH2:33][N:28]([C:3]2[C:2]([Br:1])=[CH:7][N:6]=[C:5]3[NH:8][CH:9]=[C:10]([NH:11][C:12]([C:14]4[CH:18]=[N:17][NH:16][CH:15]=4)=[O:13])[C:4]=23)[CH2:29]1, predict the reactants needed to synthesize it. The reactants are: [Br:1][C:2]1[C:3]([N:28]2[CH2:33][CH2:32][CH2:31][C@@H:30]([NH:34]C(=O)OC(C)(C)C)[CH2:29]2)=[C:4]2[C:10]([NH:11][C:12]([C:14]3[CH:15]=[N:16][N:17](CC4C=CC(OC)=CC=4)[CH:18]=3)=[O:13])=[CH:9][NH:8][C:5]2=[N:6][CH:7]=1.C(O)(C(F)(F)F)=O.C(Cl)[Cl:50].